This data is from Full USPTO retrosynthesis dataset with 1.9M reactions from patents (1976-2016). The task is: Predict the reactants needed to synthesize the given product. (1) Given the product [CH:1]([O:4][C:5]1[CH:14]=[C:13]2[C:8]([C:9]([OH:19])=[C:10]([C:16]([C:24]([NH2:25])([CH3:26])[C:23]([OH:27])=[O:22])=[O:18])[N:11]=[C:12]2[Cl:15])=[CH:7][CH:6]=1)([CH3:2])[CH3:3], predict the reactants needed to synthesize it. The reactants are: [CH:1]([O:4][C:5]1[CH:14]=[C:13]2[C:8]([C:9]([OH:19])=[C:10]([C:16]([OH:18])=O)[N:11]=[C:12]2[Cl:15])=[CH:7][CH:6]=1)([CH3:3])[CH3:2].Cl.C[O:22][C:23](=[O:27])[C@H:24]([CH3:26])[NH2:25]. (2) Given the product [CH2:6]([O:13][C:14]1[C:22]([O:23][CH3:24])=[CH:21][C:17]([C:18]([N:39]2[CH2:40][C:41](=[CH2:43])[CH2:42][C@H:38]2[C:37]([O:36][CH3:35])=[O:44])=[O:20])=[C:16]([N+:25]([O-:27])=[O:26])[CH:15]=1)[C:7]1[CH:8]=[CH:9][CH:10]=[CH:11][CH:12]=1, predict the reactants needed to synthesize it. The reactants are: CN(C=O)C.[CH2:6]([O:13][C:14]1[C:22]([O:23][CH3:24])=[CH:21][C:17]([C:18]([OH:20])=O)=[C:16]([N+:25]([O-:27])=[O:26])[CH:15]=1)[C:7]1[CH:12]=[CH:11][CH:10]=[CH:9][CH:8]=1.C(Cl)(=O)C(Cl)=O.Cl.[CH3:35][O:36][C:37](=[O:44])[C@@H:38]1[CH2:42][C:41](=[CH2:43])[CH2:40][NH:39]1. (3) Given the product [NH2:21][C:13]1[N:14]2[CH2:18][CH2:17][CH2:16][N:15]2[C:19](=[O:20])[C:12]=1/[N:11]=[C:31]1\[CH:32]=[C:23]([CH3:22])[C:24](=[O:33])[C:25]2[C:30]\1=[CH:29][CH:28]=[CH:27][CH:26]=2, predict the reactants needed to synthesize it. The reactants are: CS(O)(=O)=O.CS(O)(=O)=O.[NH2:11][C:12]1[C:19](=[O:20])[N:15]2[CH2:16][CH2:17][CH2:18][N:14]2[C:13]=1[NH2:21].[CH3:22][C:23]1[CH:32]=[CH:31][C:30]2[C:25](=[CH:26][CH:27]=[CH:28][CH:29]=2)[C:24]=1[OH:33].N.OO. (4) Given the product [C:1]([O:5][C:6](=[O:30])[NH:7][CH:8]1[CH2:14][O:13][C:12]2[N:15]=[CH:16][C:17]([NH:19][C:34](=[O:35])[C:33]3[C:32]([Cl:31])=[CH:40][CH:39]=[CH:38][C:37]=3[Cl:41])=[CH:18][C:11]=2[N:10]([S:20]([C:23]2[CH:24]=[C:25]([CH3:29])[CH:26]=[CH:27][CH:28]=2)(=[O:21])=[O:22])[CH2:9]1)([CH3:4])([CH3:3])[CH3:2], predict the reactants needed to synthesize it. The reactants are: [C:1]([O:5][C:6](=[O:30])[NH:7][CH:8]1[CH2:14][O:13][C:12]2[N:15]=[CH:16][C:17]([NH2:19])=[CH:18][C:11]=2[N:10]([S:20]([C:23]2[CH:24]=[C:25]([CH3:29])[CH:26]=[CH:27][CH:28]=2)(=[O:22])=[O:21])[CH2:9]1)([CH3:4])([CH3:3])[CH3:2].[Cl:31][C:32]1[CH:40]=[CH:39][CH:38]=[C:37]([Cl:41])[C:33]=1[C:34](Cl)=[O:35].[OH-].[Na+].O. (5) Given the product [O:22]1[C:26]2[CH:27]=[CH:28][C:29]([C:2]3[C:11]([N:12]4[CH2:16][CH2:15][CH2:14][C@@H:13]4[CH3:17])=[N:10][C:9]4[C:4](=[CH:5][CH:6]=[C:7]([C:18]([O:20][CH3:21])=[O:19])[CH:8]=4)[N:3]=3)=[CH:30][C:25]=2[O:24][CH2:23]1, predict the reactants needed to synthesize it. The reactants are: Cl[C:2]1[C:11]([N:12]2[CH2:16][CH2:15][CH2:14][C@@H:13]2[CH3:17])=[N:10][C:9]2[C:4](=[CH:5][CH:6]=[C:7]([C:18]([O:20][CH3:21])=[O:19])[CH:8]=2)[N:3]=1.[O:22]1[C:26]2[CH:27]=[CH:28][C:29](B(O)O)=[CH:30][C:25]=2[O:24][CH2:23]1.[O-]P([O-])([O-])=O.[K+].[K+].[K+].